The task is: Regression. Given a peptide amino acid sequence and an MHC pseudo amino acid sequence, predict their binding affinity value. This is MHC class II binding data.. This data is from Peptide-MHC class II binding affinity with 134,281 pairs from IEDB. (1) The peptide sequence is KLRFTCLSSTGSSCL. The MHC is HLA-DQA10102-DQB10602 with pseudo-sequence HLA-DQA10102-DQB10602. The binding affinity (normalized) is 0.275. (2) The peptide sequence is YGQTAVVTVLPPAQV. The MHC is H-2-IAd with pseudo-sequence H-2-IAd. The binding affinity (normalized) is 0.446. (3) The peptide sequence is GELQIVDKTDAAFKI. The binding affinity (normalized) is 0.525. The MHC is DRB1_0802 with pseudo-sequence DRB1_0802. (4) The peptide sequence is LSVTEQSEFYFPRAP. The MHC is DRB1_0901 with pseudo-sequence DRB1_0901. The binding affinity (normalized) is 0.0799.